The task is: Predict the product of the given reaction.. This data is from Forward reaction prediction with 1.9M reactions from USPTO patents (1976-2016). Given the reactants Br[C:2]1[CH:3]=[N:4][CH:5]=[C:6]([Br:8])[CH:7]=1.[O:9]1[CH2:12][C:11](=[O:13])[CH2:10]1, predict the reaction product. The product is: [Br:8][C:6]1[CH:7]=[C:2]([C:11]2([OH:13])[CH2:12][O:9][CH2:10]2)[CH:3]=[N:4][CH:5]=1.